From a dataset of Full USPTO retrosynthesis dataset with 1.9M reactions from patents (1976-2016). Predict the reactants needed to synthesize the given product. (1) Given the product [C:3]1([S:9]([CH2:12][CH2:13][CH2:14][C:15]2[N:19]([CH2:20][CH2:21][CH2:22][CH3:23])[N:18]=[C:17]([C:24]([OH:26])=[O:25])[CH:16]=2)(=[O:11])=[O:10])[CH:4]=[CH:5][CH:6]=[CH:7][CH:8]=1, predict the reactants needed to synthesize it. The reactants are: [OH-].[Na+].[C:3]1([S:9]([CH2:12][CH2:13][CH2:14][C:15]2[N:19]([CH2:20][CH2:21][CH2:22][CH3:23])[N:18]=[C:17]([C:24]([O:26]CC)=[O:25])[CH:16]=2)(=[O:11])=[O:10])[CH:8]=[CH:7][CH:6]=[CH:5][CH:4]=1. (2) Given the product [Cl:1][C:2]1[CH:24]=[C:23]([S:25]([CH3:28])(=[O:26])=[O:27])[CH:22]=[CH:21][C:3]=1[CH:4]([OH:5])[C:6]1[C:15]2[C:10](=[CH:11][CH:12]=[C:13]([F:16])[CH:14]=2)[CH:9]=[C:8]([CH2:17][C:18]([OH:20])=[O:19])[CH:7]=1, predict the reactants needed to synthesize it. The reactants are: [Cl:1][C:2]1[CH:24]=[C:23]([S:25]([CH3:28])(=[O:27])=[O:26])[CH:22]=[CH:21][C:3]=1[C:4]([C:6]1[C:15]2[C:10](=[CH:11][CH:12]=[C:13]([F:16])[CH:14]=2)[CH:9]=[C:8]([CH2:17][C:18]([OH:20])=[O:19])[CH:7]=1)=[O:5].[BH4-].[Na+]. (3) Given the product [O:11]=[C:3]1[C:4]2[C:9](=[CH:8][C:33]([C:34]([NH:12][C:13]3[CH:18]=[CH:17][CH:16]=[CH:15][C:14]=3[NH:19][C:20](=[O:26])[O:21][C:22]([CH3:23])([CH3:25])[CH3:24])=[O:37])=[CH:35][CH:5]=2)[CH2:10][CH2:2]1, predict the reactants needed to synthesize it. The reactants are: Br[CH:2]1[CH2:10][C:9]2[C:4](=[CH:5]C=C[CH:8]=2)[C:3]1=[O:11].[NH2:12][C:13]1[CH:18]=[CH:17][CH:16]=[CH:15][C:14]=1[NH:19][C:20](=[O:26])[O:21][C:22]([CH3:25])([CH3:24])[CH3:23].CCN([CH:33]([CH3:35])[CH3:34])C(C)C.[C]=[O:37]. (4) Given the product [F:5][C:6]1[CH:7]=[C:8]([CH:31]=[CH:32][CH:33]=1)[CH2:9][N:10]1[C:22]2[CH2:21][CH2:20][C@@H:19]([NH:23][C:24](=[O:28])[CH:25]([CH3:26])[CH3:27])[CH2:18][C:17]=2[C:16]2[C:11]1=[CH:12][CH:13]=[C:14]([CH:29]=[N:4][O:3][CH3:2])[CH:15]=2, predict the reactants needed to synthesize it. The reactants are: Cl.[CH3:2][O:3][NH2:4].[F:5][C:6]1[CH:7]=[C:8]([CH:31]=[CH:32][CH:33]=1)[CH2:9][N:10]1[C:22]2[CH2:21][CH2:20][C@@H:19]([NH:23][C:24](=[O:28])[CH:25]([CH3:27])[CH3:26])[CH2:18][C:17]=2[C:16]2[C:11]1=[CH:12][CH:13]=[C:14]([CH:29]=O)[CH:15]=2. (5) Given the product [CH3:23][N:24]([CH3:28])[CH2:25][CH2:26][O:27][C:2]1[N:7]=[C:6]([NH:8][C:9]2[CH:10]=[C:11]3[C:16](=[CH:17][CH:18]=2)[N:15]=[C:14]([CH3:19])[CH:13]=[C:12]3[NH2:20])[N:5]=[C:4]([S:21][CH3:22])[N:3]=1, predict the reactants needed to synthesize it. The reactants are: N[C:2]1[N:7]=[C:6]([NH:8][C:9]2[CH:10]=[C:11]3[C:16](=[CH:17][CH:18]=2)[N:15]=[C:14]([CH3:19])[CH:13]=[C:12]3[NH2:20])[N:5]=[C:4]([S:21][CH3:22])[N:3]=1.[CH3:23][N:24]([CH3:28])[CH2:25][CH2:26][OH:27]. (6) Given the product [CH3:9][O:8][C:7]1[CH:6]=[C:5]([C:10]([O:12][C@H:13]2[C@H:33]([O:34][CH3:35])[C@@H:32]([C:36]([O:38][CH3:39])=[O:37])[C@@H:31]3[C@@H:15]([CH2:16][N:17]4[C@H:29]([CH2:30]3)[C:28]3[NH:27][C:26]5[C:21](=[CH:22][CH:23]=[C:24]([O:40][CH3:41])[CH:25]=5)[C:20]=3[CH2:19][CH2:18]4)[CH2:14]2)=[O:11])[CH:4]=[C:3]([O:42][CH3:43])[C:2]=1[O:1][C:51](=[O:52])[CH2:50][C:44]1[CH:49]=[CH:48][CH:47]=[CH:46][CH:45]=1, predict the reactants needed to synthesize it. The reactants are: [OH:1][C:2]1[C:7]([O:8][CH3:9])=[CH:6][C:5]([C:10]([O:12][C@H:13]2[C@H:33]([O:34][CH3:35])[C@@H:32]([C:36]([O:38][CH3:39])=[O:37])[C@@H:31]3[C@@H:15]([CH2:16][N:17]4[C@H:29]([CH2:30]3)[C:28]3[NH:27][C:26]5[C:21](=[CH:22][CH:23]=[C:24]([O:40][CH3:41])[CH:25]=5)[C:20]=3[CH2:19][CH2:18]4)[CH2:14]2)=[O:11])=[CH:4][C:3]=1[O:42][CH3:43].[C:44]1([CH2:50][C:51](O)=[O:52])[CH:49]=[CH:48][CH:47]=[CH:46][CH:45]=1.Cl.C(N=C=NCCCN(C)C)C. (7) Given the product [CH2:23]([O:22][CH:4]([O:3][CH2:1][CH3:2])[CH2:5][O:6][C:7]1[CH:8]=[C:9]([C:51]2[N:50]=[C:49]([NH:32][C:33]3[CH:34]=[C:35]4[C:39](=[CH:40][CH:41]=3)[N:38]([C:42]([O:44][C:45]([CH3:48])([CH3:47])[CH3:46])=[O:43])[N:37]=[CH:36]4)[CH:54]=[CH:53][N:52]=2)[CH:10]=[CH:11][CH:12]=1)[CH3:24], predict the reactants needed to synthesize it. The reactants are: [CH2:1]([O:3][CH:4]([O:22][CH2:23][CH3:24])[CH2:5][O:6][C:7]1[CH:8]=[C:9](B2OC(C)(C)C(C)(C)O2)[CH:10]=[CH:11][CH:12]=1)[CH3:2].C(OC([N:32]([C:49]1[CH:54]=[CH:53][N:52]=[C:51](Cl)[N:50]=1)[C:33]1[CH:34]=[C:35]2[C:39](=[CH:40][CH:41]=1)[N:38]([C:42]([O:44][C:45]([CH3:48])([CH3:47])[CH3:46])=[O:43])[N:37]=[CH:36]2)=O)(C)(C)C.C([O-])([O-])=O.[Na+].[Na+].CC(OC(OC(OC(C)(C)C)=O)=O)(C)C. (8) The reactants are: CS(O[CH2:6][C:7]1([CH2:10][C:11]#[N:12])[CH2:9][CH2:8]1)(=O)=O.S(O)(=O)(=O)C.CS(Cl)(=O)=O.[C:23]([O-:26])(=[S:25])[CH3:24].[K+].C(O)(=S)C. Given the product [C:23]([S:25][CH2:6][C:7]1([CH2:10][C:11]#[N:12])[CH2:8][CH2:9]1)(=[O:26])[CH3:24], predict the reactants needed to synthesize it. (9) Given the product [CH3:8][N:9]([C:14]1[N:19]=[C:18]([C:20]2[CH:21]=[CH:22][C:23]([F:26])=[CH:24][CH:25]=2)[C:17](/[CH:27]=[CH:28]/[C@@H:29]([OH:37])[CH2:30][C@@H:31]([OH:36])[CH2:32][C:33]([OH:35])=[O:34])=[C:16]([CH:38]([CH3:40])[CH3:39])[N:15]=1)[S:10]([CH3:13])(=[O:12])=[O:11], predict the reactants needed to synthesize it. The reactants are: C(NC(C)C)(C)C.[CH3:8][N:9]([C:14]1[N:19]=[C:18]([C:20]2[CH:25]=[CH:24][C:23]([F:26])=[CH:22][CH:21]=2)[C:17](/[CH:27]=[CH:28]/[C@@H:29]([OH:37])[CH2:30][C@@H:31]([OH:36])[CH2:32][C:33]([OH:35])=[O:34])=[C:16]([CH:38]([CH3:40])[CH3:39])[N:15]=1)[S:10]([CH3:13])(=[O:12])=[O:11].Cl.[OH-].[Na+].O.O.[Cl-].[Ca+2].[Cl-].